From a dataset of Reaction yield outcomes from USPTO patents with 853,638 reactions. Predict the reaction yield, written as a fraction of the theoretical maximum amount of product (1.0 means a 100% yield; for example, 0.34 means a 34% yield). (1) The reactants are C(OC([N:8]([C:13]1[CH:14]=[C:15]([CH:49]=[CH:50][C:51]=1[O:52][CH3:53])[C:16]([O:18][CH2:19][C:20]([O:22][C@H:23]([C:34]1[CH:39]=[CH:38][C:37]([O:40][CH:41]([F:43])[F:42])=[C:36]([O:44][CH2:45][CH:46]2[CH2:48][CH2:47]2)[CH:35]=1)[CH2:24][C:25]1[C:30]([Cl:31])=[CH:29][N+:28]([O-:32])=[CH:27][C:26]=1[Cl:33])=[O:21])=[O:17])[S:9]([CH3:12])(=[O:11])=[O:10])=O)(C)(C)C.O1CCOCC1. The catalyst is C(Cl)Cl.Cl. The product is [Cl:33][C:26]1[CH:27]=[N+:28]([O-:32])[CH:29]=[C:30]([Cl:31])[C:25]=1[CH2:24][C@@H:23]([C:34]1[CH:39]=[CH:38][C:37]([O:40][CH:41]([F:42])[F:43])=[C:36]([O:44][CH2:45][CH:46]2[CH2:47][CH2:48]2)[CH:35]=1)[O:22][C:20](=[O:21])[CH2:19][O:18][C:16](=[O:17])[C:15]1[CH:49]=[CH:50][C:51]([O:52][CH3:53])=[C:13]([NH:8][S:9]([CH3:12])(=[O:11])=[O:10])[CH:14]=1. The yield is 0.830. (2) The reactants are [C:1]([O:5][C:6](=[O:35])[NH:7][C:8]([C:10]1[S:11][C:12]([S:33][CH3:34])=[C:13]([S:15]([C:18]2[CH:19]=[C:20]([C:24]3[CH:29]=[C:28]([CH2:30][OH:31])[CH:27]=[CH:26][C:25]=3[CH3:32])[CH:21]=[CH:22][CH:23]=2)(=[O:17])=[O:16])[CH:14]=1)=[NH:9])([CH3:4])([CH3:3])[CH3:2].C(N(CC)CC)C.C(O)(C)C.CCOC(C)=O. The catalyst is CS(C)=O.C(Cl)Cl. The product is [C:1]([O:5][C:6](=[O:35])[NH:7][C:8]([C:10]1[S:11][C:12]([S:33][CH3:34])=[C:13]([S:15]([C:18]2[CH:19]=[C:20]([C:24]3[CH:29]=[C:28]([CH:30]=[O:31])[CH:27]=[CH:26][C:25]=3[CH3:32])[CH:21]=[CH:22][CH:23]=2)(=[O:17])=[O:16])[CH:14]=1)=[NH:9])([CH3:4])([CH3:3])[CH3:2]. The yield is 0.870. (3) The reactants are Cl[C:2]1[CH:7]=[CH:6][N:5]=[CH:4][C:3]=1[N+:8]([O-:10])=[O:9].[CH3:11][C@@H:12]1[CH2:17][NH:16][CH2:15][C@H:14]2[NH:18][C:19](=[O:21])[O:20][C@@H:13]12.N1CCCCC1.[C:28](O[C:28]([O:30][C:31]([CH3:34])([CH3:33])[CH3:32])=[O:29])([O:30][C:31]([CH3:34])([CH3:33])[CH3:32])=[O:29].CN(C1C=CC=CN=1)C. The catalyst is C(Cl)Cl. The product is [CH3:11][C@@H:12]1[CH2:17][N:16]([C:2]2[CH:7]=[CH:6][N:5]=[CH:4][C:3]=2[N+:8]([O-:10])=[O:9])[CH2:15][C@H:14]2[N:18]([C:28]([O:30][C:31]([CH3:34])([CH3:33])[CH3:32])=[O:29])[C:19](=[O:21])[O:20][C@@H:13]12. The yield is 0.620. (4) The reactants are [NH:1]1[CH:5]=[CH:4][CH:3]=[N:2]1.C([O-])([O-])=O.[Cs+].[Cs+].[C@@H]1(N)CCCC[C@H]1N.CCCCCCCCCCCC.Br[C:33]1[CH:34]=[C:35]([CH2:39][C:40]([OH:42])=[O:41])[CH:36]=[CH:37][CH:38]=1.[OH-].[Na+]. The catalyst is O1CCOCC1.[Cu]I. The product is [N:1]1([C:33]2[CH:34]=[C:35]([CH2:39][C:40]([OH:42])=[O:41])[CH:36]=[CH:37][CH:38]=2)[CH:5]=[CH:4][CH:3]=[N:2]1. The yield is 0.650.